Dataset: Full USPTO retrosynthesis dataset with 1.9M reactions from patents (1976-2016). Task: Predict the reactants needed to synthesize the given product. (1) Given the product [CH3:37][S:38]([O:29][CH2:28][C:5]1[C:4]2[C:9](=[CH:10][CH:11]=[C:2]([F:1])[CH:3]=2)[N:8]=[C:7]([CH:12]([NH:14][C:15]([O:16][C:17]([CH3:19])([CH3:20])[CH3:18])=[O:21])[CH3:13])[C:6]=1[C:22]1[CH:23]=[CH:24][CH:25]=[CH:26][CH:27]=1)(=[O:40])=[O:39], predict the reactants needed to synthesize it. The reactants are: [F:1][C:2]1[CH:3]=[C:4]2[C:9](=[CH:10][CH:11]=1)[N:8]=[C:7]([CH:12]([NH:14][C:15](=[O:21])[O:16][C:17]([CH3:20])([CH3:19])[CH3:18])[CH3:13])[C:6]([C:22]1[CH:27]=[CH:26][CH:25]=[CH:24][CH:23]=1)=[C:5]2[CH2:28][OH:29].CCN(CC)CC.[CH3:37][S:38](Cl)(=[O:40])=[O:39]. (2) Given the product [CH:1]1([C@H:7]([NH:12][C:13]([C:15]2[S:16][C:17]([C:33]3[CH:38]=[CH:37][C:36]([O:39][C:40]([F:43])([F:41])[F:42])=[CH:35][CH:34]=3)=[CH:18][C:19]=2[NH:20][C:21]([NH:23][C:24]2[C:29]([CH3:30])=[CH:28][C:27]([CH3:31])=[CH:26][C:25]=2[CH3:32])=[O:22])=[O:14])[C:8]([OH:10])=[O:9])[CH2:6][CH2:5][CH2:4][CH2:3][CH2:2]1, predict the reactants needed to synthesize it. The reactants are: [CH:1]1([C@H:7]([NH:12][C:13]([C:15]2[S:16][C:17]([C:33]3[CH:38]=[CH:37][C:36]([O:39][C:40]([F:43])([F:42])[F:41])=[CH:35][CH:34]=3)=[CH:18][C:19]=2[NH:20][C:21]([NH:23][C:24]2[C:29]([CH3:30])=[CH:28][C:27]([CH3:31])=[CH:26][C:25]=2[CH3:32])=[O:22])=[O:14])[C:8]([O:10]C)=[O:9])[CH2:6][CH2:5][CH2:4][CH2:3][CH2:2]1.[OH-].[Li+]. (3) Given the product [Cl:1][C:2]1[CH:3]=[C:4]([C@@H:12]([CH2:16][CH:17]2[CH2:21][CH2:20][CH2:19][CH2:18]2)[C:13]([NH:40][C:37]2[CH:36]=[N:35][C:34]([CH2:33][CH:29]3[O:30][CH2:31][CH2:32][O:28]3)=[CH:39][N:38]=2)=[O:15])[CH:5]=[CH:6][C:7]=1[S:8]([CH3:11])(=[O:9])=[O:10], predict the reactants needed to synthesize it. The reactants are: [Cl:1][C:2]1[CH:3]=[C:4]([C@@H:12]([CH2:16][CH:17]2[CH2:21][CH2:20][CH2:19][CH2:18]2)[C:13]([OH:15])=O)[CH:5]=[CH:6][C:7]=1[S:8]([CH3:11])(=[O:10])=[O:9].C(Cl)(=O)C(Cl)=O.[O:28]1[CH2:32][CH2:31][O:30][CH:29]1[CH2:33][C:34]1[N:35]=[CH:36][C:37]([NH2:40])=[N:38][CH:39]=1.N1C=CC=CC=1. (4) Given the product [N:1]1[CH:6]=[CH:5][CH:4]=[CH:3][C:2]=1[O:7][CH2:8][C:9]1[CH:14]=[CH:13][C:12]([CH2:15][C:16]2[CH:21]=[C:20]([C:22]3[C:23]([NH2:28])=[N:24][CH:25]=[CH:26][CH:27]=3)[O:18][N:17]=2)=[CH:11][CH:10]=1, predict the reactants needed to synthesize it. The reactants are: [N:1]1[CH:6]=[CH:5][CH:4]=[CH:3][C:2]=1[O:7][CH2:8][C:9]1[CH:14]=[CH:13][C:12]([CH2:15][C:16](Cl)=[N:17][OH:18])=[CH:11][CH:10]=1.[C:20]([C:22]1[C:23]([NH2:28])=[N:24][CH:25]=[CH:26][CH:27]=1)#[CH:21].C(N(CC)CC)C.O. (5) Given the product [NH2:12][C:11]1[CH:13]=[CH:14][C:15]([C:25]2[C:24]3[CH:36]=[CH:37][N:38]([S:39]([C:42]4[CH:47]=[CH:46][C:45]([CH3:48])=[CH:44][CH:43]=4)(=[O:41])=[O:40])[C:23]=3[C:22](=[O:49])[N:21]([CH3:20])[CH:26]=2)=[C:9]([O:8][CH2:1][C:2]2[CH:7]=[CH:6][CH:5]=[CH:4][CH:3]=2)[C:10]=1[N+:17]([O-:19])=[O:18], predict the reactants needed to synthesize it. The reactants are: [CH2:1]([O:8][C:9]1[C:10]([N+:17]([O-:19])=[O:18])=[C:11]([CH:13]=[CH:14][C:15]=1Br)[NH2:12])[C:2]1[CH:7]=[CH:6][CH:5]=[CH:4][CH:3]=1.[CH3:20][N:21]1[CH:26]=[C:25](B2OC(C)(C)C(C)(C)O2)[C:24]2[CH:36]=[CH:37][N:38]([S:39]([C:42]3[CH:47]=[CH:46][C:45]([CH3:48])=[CH:44][CH:43]=3)(=[O:41])=[O:40])[C:23]=2[C:22]1=[O:49]. (6) The reactants are: [CH:1]1([CH2:4][CH2:5][NH:6][C:7]2[N:15]=[C:14]3[C:10]([N:11]=[C:12]([O:22][CH3:23])[N:13]3C3CCCCO3)=[C:9]([NH2:24])[N:8]=2)[CH2:3][CH2:2]1.[F:25][C:26]([F:31])([F:30])[C:27]([OH:29])=[O:28]. Given the product [F:25][C:26]([F:31])([F:30])[C:27]([OH:29])=[O:28].[CH:1]1([CH2:4][CH2:5][NH:6][C:7]2[N:15]=[C:14]3[C:10]([N:11]=[C:12]([O:22][CH3:23])[NH:13]3)=[C:9]([NH2:24])[N:8]=2)[CH2:3][CH2:2]1, predict the reactants needed to synthesize it. (7) Given the product [N:8]1[CH:13]=[CH:12][CH:11]=[C:10]([NH:14][S:15]([NH2:16])(=[O:24])=[O:25])[CH:9]=1, predict the reactants needed to synthesize it. The reactants are: FC(F)(F)C(O)=O.[N:8]1[CH:13]=[CH:12][CH:11]=[C:10]([NH:14][S:15](=[O:25])(=[O:24])[NH:16]C(OC(C)(C)C)=O)[CH:9]=1.